This data is from Full USPTO retrosynthesis dataset with 1.9M reactions from patents (1976-2016). The task is: Predict the reactants needed to synthesize the given product. (1) Given the product [CH2:30]([C:32]1[N:33]([C:2]2[N:10]=[C:9]3[C:5]([N:6]=[C:7]([CH2:12][CH2:13][N:14]4[CH2:19][CH2:18][N:17]([CH:20]([CH3:21])[CH3:22])[C:16](=[O:23])[CH2:15]4)[N:8]3[CH3:11])=[C:4]([N:24]3[CH2:29][CH2:28][O:27][CH2:26][CH2:25]3)[N:3]=2)[C:34]2[CH:40]=[CH:39][CH:38]=[CH:37][C:35]=2[N:36]=1)[CH3:31], predict the reactants needed to synthesize it. The reactants are: Cl[C:2]1[N:10]=[C:9]2[C:5]([N:6]=[C:7]([CH2:12][CH2:13][N:14]3[CH2:19][CH2:18][N:17]([CH:20]([CH3:22])[CH3:21])[C:16](=[O:23])[CH2:15]3)[N:8]2[CH3:11])=[C:4]([N:24]2[CH2:29][CH2:28][O:27][CH2:26][CH2:25]2)[N:3]=1.[CH2:30]([C:32]1[NH:33][C:34]2[CH:40]=[CH:39][CH:38]=[CH:37][C:35]=2[N:36]=1)[CH3:31].CC(C1C=C(C(C)C)C(C2C=CC=CC=2P(C2CCCCC2)C2CCCCC2)=C(C(C)C)C=1)C.C([O-])([O-])=O.[Cs+].[Cs+]. (2) Given the product [Cl:1][C:2]1[N:3]=[CH:4][C:5]2[CH:14]=[C:15]([CH:16]([O:20][CH2:21][CH3:22])[O:17][CH2:18][CH3:19])[N:8]([CH:9]([CH2:12][CH3:13])[CH2:10][CH3:11])[C:6]=2[N:7]=1, predict the reactants needed to synthesize it. The reactants are: [Cl:1][C:2]1[N:7]=[C:6]([NH:8][CH:9]([CH2:12][CH3:13])[CH2:10][CH3:11])[C:5]([C:14]#[C:15][CH:16]([O:20][CH2:21][CH3:22])[O:17][CH2:18][CH3:19])=[CH:4][N:3]=1.CCCC[N+](CCCC)(CCCC)CCCC.[F-]. (3) The reactants are: O[Li].O.C[O:5][C:6](=[O:24])[CH:7]([F:23])[C:8]([NH:10][C:11]1[CH:16]=[CH:15][C:14]([C:17]2[CH:22]=[CH:21][CH:20]=[CH:19][CH:18]=2)=[CH:13][CH:12]=1)=[O:9].C1COCC1.O. Given the product [C:14]1([C:17]2[CH:18]=[CH:19][CH:20]=[CH:21][CH:22]=2)[CH:13]=[CH:12][C:11]([NH:10][C:8](=[O:9])[CH:7]([F:23])[C:6]([OH:24])=[O:5])=[CH:16][CH:15]=1, predict the reactants needed to synthesize it. (4) Given the product [F:12][C:13]1[C:18]([F:19])=[CH:17][CH:16]=[CH:15][C:14]=1[C:20]1[N:28]=[C:23]2[CH:24]=[N:25][N:26]([CH2:2][C:3]3[CH:8]=[CH:7][CH:6]=[C:5]([N+:9]([O-:11])=[O:10])[CH:4]=3)[CH:27]=[C:22]2[N:21]=1, predict the reactants needed to synthesize it. The reactants are: Cl[CH2:2][C:3]1[CH:8]=[CH:7][CH:6]=[C:5]([N+:9]([O-:11])=[O:10])[CH:4]=1.[F:12][C:13]1[C:18]([F:19])=[CH:17][CH:16]=[CH:15][C:14]=1[C:20]1[N:28]=[C:23]2[CH:24]=[N:25][NH:26][CH:27]=[C:22]2[N:21]=1. (5) Given the product [NH2:10][C:4]1[CH:5]=[C:6]([CH3:9])[CH:7]=[CH:8][C:3]=1[NH:2][CH3:1], predict the reactants needed to synthesize it. The reactants are: [CH3:1][NH:2][C:3]1[CH:8]=[CH:7][C:6]([CH3:9])=[CH:5][C:4]=1[N+:10]([O-])=O.Cl. (6) Given the product [CH:1]1([NH:7][C:8](=[O:31])[C:9]2[CH:14]=[C:13]([O:15][C:16]3[C:24]([CH3:25])=[CH:23][C:22]([N+:26]([O-:28])=[O:27])=[C:21]4[C:17]=3[CH2:18][CH2:19][CH2:20]4)[CH:12]=[CH:11][C:10]=2[OH:29])[CH2:2][CH2:3][CH2:4][CH2:5][CH2:6]1, predict the reactants needed to synthesize it. The reactants are: [CH:1]1([NH:7][C:8](=[O:31])[C:9]2[CH:14]=[C:13]([O:15][C:16]3[C:24]([CH3:25])=[CH:23][C:22]([N+:26]([O-:28])=[O:27])=[C:21]4[C:17]=3[CH2:18][CH2:19][CH2:20]4)[CH:12]=[CH:11][C:10]=2[O:29]C)[CH2:6][CH2:5][CH2:4][CH2:3][CH2:2]1.[I-].[Li+]. (7) Given the product [Cl:10][C:11]1[CH:16]=[CH:15][C:14]([NH:17][C:18]2[NH:5][CH2:4][C:3]3[C:2](=[CH:9][CH:8]=[CH:7][CH:6]=3)[N:1]=2)=[CH:13][CH:12]=1, predict the reactants needed to synthesize it. The reactants are: [NH2:1][C:2]1[CH:9]=[CH:8][CH:7]=[CH:6][C:3]=1[CH2:4][NH2:5].[Cl:10][C:11]1[CH:16]=[CH:15][C:14]([N:17]=[C:18]=S)=[CH:13][CH:12]=1. (8) Given the product [Si:1]([O:8][CH:9]1[CH2:14][CH2:13][CH2:12][C:11]([CH3:21])([C:15]([O:17][CH2:18][CH3:19])=[O:16])[CH2:10]1)([C:4]([CH3:7])([CH3:6])[CH3:5])([CH3:3])[CH3:2], predict the reactants needed to synthesize it. The reactants are: [Si:1]([O:8][CH:9]1[CH2:14][CH2:13][CH2:12][CH:11]([C:15]([O:17][CH2:18][CH3:19])=[O:16])[CH2:10]1)([C:4]([CH3:7])([CH3:6])[CH3:5])([CH3:3])[CH3:2].[Li+].[CH3:21]C([N-]C(C)C)C.IC.